From a dataset of Forward reaction prediction with 1.9M reactions from USPTO patents (1976-2016). Predict the product of the given reaction. (1) Given the reactants [CH3:1]C1(C)CC(CN=C=O)(C)CC(N=C=O)C1.[N-]=[C:18]=O.C(N)CN.[O:24]=[C:25]1[O:31][C@H:30]([C@H:32]([CH2:34]O)[OH:33])[C:28](O)=[C:26]1[OH:27].C(OO)(C)(C)C.OO, predict the reaction product. The product is: [C:25]([O:31][CH3:30])(=[O:24])[C:26]([CH3:1])=[CH2:28].[CH3:18][O:27][C:26]1[CH:25]=[CH:34][C:32]([OH:33])=[CH:30][CH:28]=1. (2) Given the reactants [CH3:1][O-:2].[Na+].Br[C:5]1[CH:14]=[C:13]([Br:15])[C:12]2[C:7](=[CH:8][C:9]([Cl:16])=[CH:10][CH:11]=2)[N:6]=1, predict the reaction product. The product is: [Br:15][C:13]1[C:12]2[C:7](=[CH:8][C:9]([Cl:16])=[CH:10][CH:11]=2)[N:6]=[C:5]([O:2][CH3:1])[CH:14]=1. (3) Given the reactants [Cl:1][C:2]1[N:7]=[C:6]([C:8]2[S:12][C:11]([CH:13]([CH3:15])[CH3:14])=[N:10][C:9]=2[C:16]2[CH:17]=[C:18]([NH:22][S:23]([C:26]3[CH:31]=[CH:30][CH:29]=[C:28]([F:32])[CH:27]=3)(=[O:25])=[O:24])[CH:19]=[CH:20][CH:21]=2)[CH:5]=[CH:4][N:3]=1.[C:33]([N:36]1[CH2:41][CH2:40][N:39]([C:42]2[N:47]=[CH:46][C:45]([NH2:48])=[CH:44][CH:43]=2)[CH2:38][CH2:37]1)(=[O:35])[CH3:34], predict the reaction product. The product is: [C:33]([N:36]1[CH2:37][CH2:38][N:39]([C:42]2[N:47]=[CH:46][C:45]([NH:48][C:2]3[N:7]=[C:6]([C:8]4[S:12][C:11]([CH:13]([CH3:14])[CH3:15])=[N:10][C:9]=4[C:16]4[CH:17]=[C:18]([NH:22][S:23]([C:26]5[CH:31]=[CH:30][CH:29]=[C:28]([F:32])[CH:27]=5)(=[O:25])=[O:24])[CH:19]=[CH:20][CH:21]=4)[CH:5]=[CH:4][N:3]=3)=[CH:44][CH:43]=2)[CH2:40][CH2:41]1)(=[O:35])[CH3:34].[Cl:1][C:2]1[N:7]=[C:6]([C:8]2[S:12][C:11]([CH:13]([CH3:15])[CH3:14])=[N:10][C:9]=2[C:16]2[CH:17]=[C:18]([NH:22][S:23]([C:26]3[CH:31]=[CH:30][CH:29]=[C:28]([F:32])[CH:27]=3)(=[O:24])=[O:25])[CH:19]=[CH:20][CH:21]=2)[CH:5]=[CH:4][N:3]=1. (4) The product is: [N:22]1([O:1][CH2:2][CH2:3][C:4]2[CH:5]=[CH:6][C:7]([O:10][C:11](=[O:20])[N:12]([CH3:19])[C:13]3[CH:14]=[CH:15][CH:16]=[CH:17][CH:18]=3)=[CH:8][CH:9]=2)[CH:26]=[CH:25][CH:24]=[N:23]1. Given the reactants [OH:1][CH2:2][CH2:3][C:4]1[CH:9]=[CH:8][C:7]([O:10][C:11](=[O:20])[N:12]([CH3:19])[C:13]2[CH:18]=[CH:17][CH:16]=[CH:15][CH:14]=2)=[CH:6][CH:5]=1.O[N:22]1[CH:26]=[CH:25][CH:24]=[N:23]1, predict the reaction product.